This data is from Acute oral toxicity (LD50) regression data from Zhu et al.. The task is: Regression/Classification. Given a drug SMILES string, predict its toxicity properties. Task type varies by dataset: regression for continuous values (e.g., LD50, hERG inhibition percentage) or binary classification for toxic/non-toxic outcomes (e.g., AMES mutagenicity, cardiotoxicity, hepatotoxicity). Dataset: ld50_zhu. (1) The compound is C#CCN1C(=O)CN=C(c2ccccc2)c2cc([N+](=O)[O-])ccc21. The rat oral LD50 is 2.56, given as -log10 of the dose in mol/kg body weight (higher means more acutely toxic). (2) The compound is CC(C)(C)C(=O)CCC1C(=O)N(c2ccccc2)N(c2ccccc2)C1=O. The rat oral LD50 is 2.90, given as -log10 of the dose in mol/kg body weight (higher means more acutely toxic). (3) The drug is C=COC(=O)C=C. The rat oral LD50 is 3.06, given as -log10 of the dose in mol/kg body weight (higher means more acutely toxic). (4) The rat oral LD50 is 3.44, given as -log10 of the dose in mol/kg body weight (higher means more acutely toxic). The drug is O=C(O)COC(=O)Cc1ccccc1Nc1c(Cl)cccc1Cl. (5) The drug is CN1CN(CCO)CSC1=S. The rat oral LD50 is 2.28, given as -log10 of the dose in mol/kg body weight (higher means more acutely toxic).